From a dataset of NCI-60 drug combinations with 297,098 pairs across 59 cell lines. Regression. Given two drug SMILES strings and cell line genomic features, predict the synergy score measuring deviation from expected non-interaction effect. (1) Drug 1: C1=CC(=CC=C1CCC2=CNC3=C2C(=O)NC(=N3)N)C(=O)NC(CCC(=O)O)C(=O)O. Drug 2: CN(CCCl)CCCl.Cl. Cell line: MCF7. Synergy scores: CSS=38.6, Synergy_ZIP=-4.55, Synergy_Bliss=-3.18, Synergy_Loewe=-5.88, Synergy_HSA=1.89. (2) Drug 1: CN(C)C1=NC(=NC(=N1)N(C)C)N(C)C. Drug 2: CN(CCCl)CCCl.Cl. Cell line: RXF 393. Synergy scores: CSS=11.5, Synergy_ZIP=-2.04, Synergy_Bliss=-0.931, Synergy_Loewe=-42.1, Synergy_HSA=-3.94. (3) Drug 1: C1CCN(CC1)CCOC2=CC=C(C=C2)C(=O)C3=C(SC4=C3C=CC(=C4)O)C5=CC=C(C=C5)O. Drug 2: CC1=C2C(C(=O)C3(C(CC4C(C3C(C(C2(C)C)(CC1OC(=O)C(C(C5=CC=CC=C5)NC(=O)C6=CC=CC=C6)O)O)OC(=O)C7=CC=CC=C7)(CO4)OC(=O)C)O)C)OC(=O)C. Cell line: NCI-H226. Synergy scores: CSS=31.2, Synergy_ZIP=6.38, Synergy_Bliss=4.15, Synergy_Loewe=-29.2, Synergy_HSA=-0.577. (4) Drug 1: CN(CCCl)CCCl.Cl. Drug 2: C1CN(P(=O)(OC1)NCCCl)CCCl. Cell line: UO-31. Synergy scores: CSS=13.0, Synergy_ZIP=-3.15, Synergy_Bliss=-0.0579, Synergy_Loewe=-10.6, Synergy_HSA=-1.40. (5) Drug 1: C1CN(CCN1C(=O)CCBr)C(=O)CCBr. Drug 2: CC(C)NC(=O)C1=CC=C(C=C1)CNNC.Cl. Cell line: SF-539. Synergy scores: CSS=66.2, Synergy_ZIP=1.72, Synergy_Bliss=-0.642, Synergy_Loewe=1.56, Synergy_HSA=2.86.